Dataset: Full USPTO retrosynthesis dataset with 1.9M reactions from patents (1976-2016). Task: Predict the reactants needed to synthesize the given product. Given the product [CH3:16][O:15][C:9]1[CH:10]=[CH:11][CH:12]=[C:13]2[C:8]=1[N:7]([CH2:18][C:19]1[C:28]3[C:23](=[CH:24][CH:25]=[CH:26][CH:27]=3)[CH:22]=[CH:21][CH:20]=1)[C:6]([C:4]([OH:3])=[O:5])=[CH:14]2, predict the reactants needed to synthesize it. The reactants are: C([O:3][C:4]([C:6]1[NH:7][C:8]2[C:13]([CH:14]=1)=[CH:12][CH:11]=[CH:10][C:9]=2[O:15][CH3:16])=[O:5])C.Br[CH2:18][C:19]1[C:28]2[C:23](=[CH:24][CH:25]=[CH:26][CH:27]=2)[CH:22]=[CH:21][CH:20]=1.